From a dataset of Forward reaction prediction with 1.9M reactions from USPTO patents (1976-2016). Predict the product of the given reaction. (1) Given the reactants Br[C:2]1[CH:7]=[CH:6][C:5]([C:8]2[CH:13]=[CH:12][CH:11]=[C:10]([O:14][CH3:15])[CH:9]=2)=[CH:4][CH:3]=1.[CH3:16][O:17][C:18]1[CH:23]=[CH:22][C:21](B(O)O)=[CH:20][CH:19]=1, predict the reaction product. The product is: [CH3:16][O:17][C:18]1[CH:23]=[CH:22][C:21]([C:2]2[CH:7]=[CH:6][C:5]([C:8]3[CH:13]=[CH:12][CH:11]=[C:10]([O:14][CH3:15])[CH:9]=3)=[CH:4][CH:3]=2)=[CH:20][CH:19]=1. (2) The product is: [CH3:29][O:28][C:11]1[CH:10]=[C:9](/[CH:8]=[C:3]2\[NH:4][C:5](=[O:7])[N:6]=[C:2]\2[NH:1][CH2:37][CH2:36][CH:32]2[CH2:33][CH2:34][CH2:35][N:31]2[CH3:30])[CH:27]=[CH:26][C:12]=1[O:13][C:14]1[CH:21]=[CH:20][C:17]([C:18]#[N:19])=[CH:16][C:15]=1[C:22]([F:23])([F:25])[F:24]. Given the reactants [NH2:1][C:2]1/[C:3](=[CH:8]/[C:9]2[CH:27]=[CH:26][C:12]([O:13][C:14]3[CH:21]=[CH:20][C:17]([C:18]#[N:19])=[CH:16][C:15]=3[C:22]([F:25])([F:24])[F:23])=[C:11]([O:28][CH3:29])[CH:10]=2)/[NH:4][C:5](=[O:7])[N:6]=1.[CH3:30][N:31]1[CH2:35][CH2:34][CH2:33][CH:32]1[CH2:36][CH2:37]N, predict the reaction product. (3) The product is: [CH2:22]([C:10]1[N:9]=[C:8]([C:4]2[CH:3]=[C:2]([C:32]3[CH:31]=[CH:30][CH:29]=[C:28]([S:25]([CH3:24])(=[O:27])=[O:26])[CH:33]=3)[CH:7]=[CH:6][CH:5]=2)[C:17]2[C:12](=[C:13]([C:18]([F:21])([F:20])[F:19])[CH:14]=[CH:15][CH:16]=2)[N:11]=1)[CH3:23]. Given the reactants Br[C:2]1[CH:3]=[C:4]([C:8]2[C:17]3[C:12](=[C:13]([C:18]([F:21])([F:20])[F:19])[CH:14]=[CH:15][CH:16]=3)[N:11]=[C:10]([CH2:22][CH3:23])[N:9]=2)[CH:5]=[CH:6][CH:7]=1.[CH3:24][S:25]([C:28]1[CH:29]=[C:30](B(O)O)[CH:31]=[CH:32][CH:33]=1)(=[O:27])=[O:26], predict the reaction product. (4) Given the reactants [Cl:1][C:2]1[CH:14]=[C:13]([F:15])[C:12]([C:16]2[C:20]([Cl:21])=[C:19]([S:22][CH:23]([F:25])[F:24])[N:18]([CH3:26])[N:17]=2)=[CH:11][C:3]=1[O:4][C:5]1[N:10]=[CH:9][CH:8]=[CH:7][N:6]=1.ClC1C=CC=C(C(OO)=[O:35])C=1, predict the reaction product. The product is: [Cl:1][C:2]1[CH:14]=[C:13]([F:15])[C:12]([C:16]2[C:20]([Cl:21])=[C:19]([S:22]([CH:23]([F:25])[F:24])=[O:35])[N:18]([CH3:26])[N:17]=2)=[CH:11][C:3]=1[O:4][C:5]1[N:10]=[CH:9][CH:8]=[CH:7][N:6]=1.